From a dataset of Peptide-MHC class I binding affinity with 185,985 pairs from IEDB/IMGT. Regression. Given a peptide amino acid sequence and an MHC pseudo amino acid sequence, predict their binding affinity value. This is MHC class I binding data. (1) The peptide sequence is IVLPEKDSW. The MHC is HLA-B45:01 with pseudo-sequence HLA-B45:01. The binding affinity (normalized) is 0. (2) The peptide sequence is LLLGLWGFA. The MHC is HLA-A02:03 with pseudo-sequence HLA-A02:03. The binding affinity (normalized) is 0.621. (3) The peptide sequence is PIPSSWAFGK. The MHC is Patr-A0401 with pseudo-sequence Patr-A0401. The binding affinity (normalized) is 0.271.